From a dataset of Full USPTO retrosynthesis dataset with 1.9M reactions from patents (1976-2016). Predict the reactants needed to synthesize the given product. (1) The reactants are: [NH2:1][C:2]1[C:10]([CH3:11])=[CH:9][CH:8]=[CH:7][C:3]=1[C:4]([OH:6])=O.[NH3:12].[CH:13]1([N:17]2[CH2:22][CH2:21][CH:20]([O:23][C:24]3[CH:31]=[CH:30][C:27]([CH:28]=O)=[CH:26][CH:25]=3)[CH2:19][CH2:18]2)[CH2:16][CH2:15][CH2:14]1. Given the product [CH:13]1([N:17]2[CH2:22][CH2:21][CH:20]([O:23][C:24]3[CH:31]=[CH:30][C:27]([C:28]4[NH:12][C:4](=[O:6])[C:3]5[C:2](=[C:10]([CH3:11])[CH:9]=[CH:8][CH:7]=5)[N:1]=4)=[CH:26][CH:25]=3)[CH2:19][CH2:18]2)[CH2:16][CH2:15][CH2:14]1, predict the reactants needed to synthesize it. (2) Given the product [NH2:1][CH:2]([C:7]1[CH:16]=[CH:15][C:10]2[O:11][CH2:12][CH2:13][O:14][C:9]=2[CH:8]=1)[CH2:3][C:4]([O:6][CH3:21])=[O:5], predict the reactants needed to synthesize it. The reactants are: [NH2:1][CH:2]([C:7]1[CH:16]=[CH:15][C:10]2[O:11][CH2:12][CH2:13][O:14][C:9]=2[CH:8]=1)[CH2:3][C:4]([OH:6])=[O:5].S(Cl)(Cl)=O.[CH3:21]O. (3) Given the product [Br:4][C:5]1[CH:16]=[CH:15][C:14]([Cl:17])=[CH:13][C:6]=1[C:7](=[O:8])[CH3:1], predict the reactants needed to synthesize it. The reactants are: [CH3:1][Mg]Br.[Br:4][C:5]1[CH:16]=[CH:15][C:14]([Cl:17])=[CH:13][C:6]=1[C:7](N(OC)C)=[O:8].Cl.O. (4) Given the product [NH2:8][C@@H:9]1[CH2:10][CH2:11][C@H:12]([NH:15][C:16]2[CH:21]=[C:20]([N:22]([CH3:24])[CH3:23])[C:19]([CH3:25])=[CH:18][N:17]=2)[CH2:13][CH2:14]1, predict the reactants needed to synthesize it. The reactants are: C([NH:8][C@@H:9]1[CH2:14][CH2:13][C@H:12]([NH:15][C:16]2[N+:17]([O-])=[CH:18][C:19]([CH3:25])=[C:20]([N:22]([CH3:24])[CH3:23])[CH:21]=2)[CH2:11][CH2:10]1)C1C=CC=CC=1.C1CCCCC=1. (5) Given the product [F:26][C:24]1([F:27])[CH2:25][N:21]2[C:19](=[O:20])[CH2:18][NH:32][C:28](=[O:30])[C@@H:22]2[CH2:23]1, predict the reactants needed to synthesize it. The reactants are: C1C2C(COC([CH2:18][C:19]([N:21]3[CH2:25][C:24]([F:27])([F:26])[CH2:23][C@@H:22]3[C:28]([O:30]C)=O)=[O:20])=O)C3C(=CC=CC=3)C=2C=CC=1.[NH:32]1CCCCC1. (6) Given the product [CH2:23]([O:25][C:26]1[CH:31]=[C:30]([O:12][CH2:11][CH2:10][CH2:9][C:8]2[C:4]([O:3][CH2:1][CH3:2])=[N:5][N:6]([C:13]3[CH:18]=[CH:17][C:16]([C:19]([F:21])([F:22])[F:20])=[CH:15][CH:14]=3)[CH:7]=2)[CH:29]=[CH:28][C:27]=1[CH2:33][CH2:34][C:35]([OH:37])=[O:36])[CH3:24], predict the reactants needed to synthesize it. The reactants are: [CH2:1]([O:3][C:4]1[C:8]([CH2:9][CH2:10][CH2:11][OH:12])=[CH:7][N:6]([C:13]2[CH:18]=[CH:17][C:16]([C:19]([F:22])([F:21])[F:20])=[CH:15][CH:14]=2)[N:5]=1)[CH3:2].[CH2:23]([O:25][C:26]1[CH:31]=[C:30](O)[CH:29]=[CH:28][C:27]=1[CH2:33][CH2:34][C:35]([O:37]C)=[O:36])[CH3:24].C(P(CCCC)CCCC)CCC.N(C(N1CCCCC1)=O)=NC(N1CCCCC1)=O. (7) Given the product [F:11][C:10]1[CH:9]=[C:8]2[C:4]([C:5]([C:12]3[CH:16]=[N:15][NH:14][CH:13]=3)=[CH:6][NH:7]2)=[CH:3][CH:2]=1, predict the reactants needed to synthesize it. The reactants are: F[C:2]1[CH:3]=[C:4]2[C:8](=[CH:9][C:10]=1[F:11])[NH:7][CH:6]=[C:5]2[C:12]1[CH:13]=[N:14][N:15](CC2CCNCC2)[CH:16]=1.[OH-].[Na+]. (8) Given the product [Cl:1][C:2]1[S:6][C:5]([NH:7][C:8](=[O:23])[N:9]([CH:10]2[CH2:11][CH2:12][N:13]([C:24](=[O:33])[CH2:25][CH2:26][CH2:27][CH2:28][CH2:29][C:30]([OH:32])=[O:31])[CH2:14][CH2:15]2)[CH:16]2[CH2:21][CH2:20][CH2:19][CH2:18][CH2:17]2)=[N:4][CH:3]=1, predict the reactants needed to synthesize it. The reactants are: [Cl:1][C:2]1[S:6][C:5]([NH:7][C:8](=[O:23])[N:9]([C@H:16]2[CH2:21][CH2:20][C@H:19](C)[CH2:18][CH2:17]2)[CH:10]2[CH2:15][CH2:14][NH:13][CH2:12][CH2:11]2)=[N:4][CH:3]=1.[C:24](O)(=[O:33])[CH2:25][CH2:26][CH2:27][CH2:28][CH2:29][C:30]([OH:32])=[O:31]. (9) Given the product [CH3:20][C:15]([S:17][S:18][CH3:19])([CH3:16])[CH2:14][CH2:13][CH2:12][O:11][C:22]1[CH:23]=[C:24]([C:33]([O:35][CH2:36][CH3:37])=[O:34])[N:25]=[C:26]([C:28]([O:30][CH2:31][CH3:32])=[O:29])[CH:27]=1, predict the reactants needed to synthesize it. The reactants are: CC1C=CC(S([O:11][CH2:12][CH2:13][CH2:14][C:15]([CH3:20])([S:17][S:18][CH3:19])[CH3:16])(=O)=O)=CC=1.O[C:22]1[CH:27]=[C:26]([C:28]([O:30][CH2:31][CH3:32])=[O:29])[N:25]=[C:24]([C:33]([O:35][CH2:36][CH3:37])=[O:34])[CH:23]=1.C(=O)([O-])[O-].[K+].[K+].